This data is from Full USPTO retrosynthesis dataset with 1.9M reactions from patents (1976-2016). The task is: Predict the reactants needed to synthesize the given product. (1) Given the product [Cl:10][C:8]1[N:7]=[C:6]([CH3:11])[N:5]=[C:4]([NH:12][C:13]2[S:14][C:15]([C:18]([NH:20][C:21]3[C:26]([CH3:27])=[CH:25][CH:24]=[CH:23][C:22]=3[Cl:28])=[O:19])=[CH:16][N:17]=2)[CH:9]=1, predict the reactants needed to synthesize it. The reactants are: [NH2-].[Na+].Cl[C:4]1[CH:9]=[C:8]([Cl:10])[N:7]=[C:6]([CH3:11])[N:5]=1.[NH2:12][C:13]1[S:14][C:15]([C:18]([NH:20][C:21]2[C:26]([CH3:27])=[CH:25][CH:24]=[CH:23][C:22]=2[Cl:28])=[O:19])=[CH:16][N:17]=1.Cl. (2) Given the product [F:14][C:15]([F:30])([F:29])[C:16]1[CH:17]=[C:18]([CH:22]=[C:23]([C:25]([F:28])([F:27])[F:26])[CH:24]=1)[C:19]([N:11]=[C:9]1[N:8]([CH:32]([CH2:37][CH3:38])[C:33]([OH:35])=[O:34])[C:7]2[CH:12]=[CH:13][C:4]([O:3][CH2:1][CH3:2])=[CH:5][C:6]=2[S:10]1)=[O:20], predict the reactants needed to synthesize it. The reactants are: [CH2:1]([O:3][C:4]1[CH:13]=[CH:12][C:7]2[N:8]=[C:9]([NH2:11])[S:10][C:6]=2[CH:5]=1)[CH3:2].[F:14][C:15]([F:30])([F:29])[C:16]1[CH:17]=[C:18]([CH:22]=[C:23]([C:25]([F:28])([F:27])[F:26])[CH:24]=1)[C:19](Cl)=[O:20].Br[CH:32]([CH2:37][CH3:38])[C:33]([O:35]C)=[O:34].COC1C=CC2N=C(N)SC=2C=1.ClC1C=C(C=CC=1)C(Cl)=O.BrCC(OCC)=O. (3) Given the product [CH3:20][N:19]([CH3:38])[C:15]1[CH:16]=[CH:17][N:18]2[C:13]([CH:14]=1)=[C:12]([C:21]([O:23][CH2:24][C:25]1[CH:30]=[CH:29][CH:28]=[CH:27][CH:26]=1)=[O:22])[C:11]([CH3:31])=[C:10]2[C:8](=[O:9])[C:7]1[CH:32]=[CH:33][C:34]([N+:35]([O-:37])=[O:36])=[C:5]([O:4][CH3:3])[CH:6]=1, predict the reactants needed to synthesize it. The reactants are: [H-].[Na+].[CH3:3][O:4][C:5]1[CH:6]=[C:7]([CH:32]=[CH:33][C:34]=1[N+:35]([O-:37])=[O:36])[C:8]([C:10]1[N:18]2[C:13]([CH:14]=[C:15]([NH:19][CH3:20])[CH:16]=[CH:17]2)=[C:12]([C:21]([O:23][CH2:24][C:25]2[CH:30]=[CH:29][CH:28]=[CH:27][CH:26]=2)=[O:22])[C:11]=1[CH3:31])=[O:9].[CH3:38]I.Cl. (4) The reactants are: Cl.[NH2:2][OH:3].C([O-])([O-])=O.[Na+].[Na+].[Cl:10][C:11]1[CH:12]=[C:13]([C:17]2[N:21]3[N:22]=[C:23]([NH:26][CH:27]4[CH2:32][CH2:31][C:30](=O)[CH2:29][CH2:28]4)[CH:24]=[CH:25][C:20]3=[N:19][CH:18]=2)[CH:14]=[CH:15][CH:16]=1. Given the product [Cl:10][C:11]1[CH:12]=[C:13]([C:17]2[N:21]3[N:22]=[C:23]([NH:26][CH:27]4[CH2:32][CH2:31][C:30](=[N:2][OH:3])[CH2:29][CH2:28]4)[CH:24]=[CH:25][C:20]3=[N:19][CH:18]=2)[CH:14]=[CH:15][CH:16]=1, predict the reactants needed to synthesize it. (5) Given the product [Cl:16][C:17]1[CH:22]=[CH:21][CH:20]=[C:19]([O:23][CH2:24][O:25][CH3:26])[C:18]=1[C:27]([OH:29])=[O:28], predict the reactants needed to synthesize it. The reactants are: C([Li])CCC.CC1(C)CCCC(C)(C)N1.[Cl:16][C:17]1[CH:22]=[CH:21][CH:20]=[C:19]([O:23][CH2:24][O:25][CH3:26])[CH:18]=1.[C:27](=[O:29])=[O:28].